Predict the reactants needed to synthesize the given product. From a dataset of Full USPTO retrosynthesis dataset with 1.9M reactions from patents (1976-2016). (1) Given the product [CH2:1]([N:8]1[CH2:13][CH2:12][CH:11]([NH:14][C:19](=[O:20])[CH2:18][N:16]([CH3:17])[CH3:15])[CH2:10][CH2:9]1)[C:2]1[CH:3]=[CH:4][CH:5]=[CH:6][CH:7]=1, predict the reactants needed to synthesize it. The reactants are: [CH2:1]([N:8]1[CH2:13][CH2:12][CH:11]([NH2:14])[CH2:10][CH2:9]1)[C:2]1[CH:7]=[CH:6][CH:5]=[CH:4][CH:3]=1.[CH3:15][N:16]([CH2:18][C:19](O)=[O:20])[CH3:17].ON1C2C=CC=CC=2N=N1.C(N(CC)CC)C.Cl.C(N=C=NCCCN(C)C)C.C(=O)([O-])O.[Na+]. (2) Given the product [CH2:1]([N:8]1[CH2:12][CH2:11][NH:10][C:9]1=[O:13])[C:2]1[CH:3]=[CH:4][CH:5]=[CH:6][CH:7]=1, predict the reactants needed to synthesize it. The reactants are: [CH2:1]([N:8]1[CH:12]=[CH:11][NH:10][C:9]1=[O:13])[C:2]1[CH:7]=[CH:6][CH:5]=[CH:4][CH:3]=1. (3) Given the product [Cl:38][C:28]1[C:27]([CH2:26][N:8]2[C:4]([CH:1]3[CH2:3][CH2:2]3)=[C:5]([CH3:24])[C:6]([C:9]3[N:14]=[C:13]([NH:15][C:16]4[CH:21]=[CH:20][N:19]=[CH:18][CH:17]=4)[C:12]([O:22][CH3:23])=[CH:11][N:10]=3)=[N:7]2)=[C:36]([Cl:37])[CH:35]=[CH:34][C:29]=1[C:30]([OH:32])=[O:31], predict the reactants needed to synthesize it. The reactants are: [CH:1]1([C:4]2[NH:8][N:7]=[C:6]([C:9]3[N:14]=[C:13]([NH:15][C:16]4[CH:21]=[CH:20][N:19]=[CH:18][CH:17]=4)[C:12]([O:22][CH3:23])=[CH:11][N:10]=3)[C:5]=2[CH3:24])[CH2:3][CH2:2]1.Br[CH2:26][C:27]1[C:28]([Cl:38])=[C:29]([CH:34]=[CH:35][C:36]=1[Cl:37])[C:30]([O:32]C)=[O:31].[H-].[Na+]. (4) Given the product [Br:1][C:2]1[CH:3]=[CH:4][C:5]([CH:8]([C:21]2[CH:22]=[CH:23][CH:24]=[CH:25][CH:26]=2)[O:9][C@@H:10]([CH2:17][CH:18]([CH3:19])[CH3:20])[C:11]([NH:13][CH2:14][C:15]#[N:16])=[O:12])=[N+:6]([O-:29])[CH:7]=1, predict the reactants needed to synthesize it. The reactants are: [Br:1][C:2]1[CH:3]=[CH:4][C:5]([CH:8]([C:21]2[CH:26]=[CH:25][CH:24]=[CH:23][CH:22]=2)[O:9][C@@H:10]([CH2:17][CH:18]([CH3:20])[CH3:19])[C:11]([NH:13][CH2:14][C:15]#[N:16])=[O:12])=[N:6][CH:7]=1.CC[O:29]C(C)=O.CCCCCC.